From a dataset of Forward reaction prediction with 1.9M reactions from USPTO patents (1976-2016). Predict the product of the given reaction. Given the reactants [Cl:1][C:2]1[C:3](=[O:15])[N:4]([CH:9]2[CH2:14][CH2:13][CH2:12][CH2:11][O:10]2)[N:5]=[CH:6][C:7]=1Cl.C(=O)([O-])[O-].[K+].[K+].[OH:22][C:23]1[CH:30]=[CH:29][CH:28]=[CH:27][C:24]=1[C:25]#[N:26], predict the reaction product. The product is: [Cl:1][C:2]1[C:3](=[O:15])[N:4]([CH:9]2[CH2:14][CH2:13][CH2:12][CH2:11][O:10]2)[N:5]=[CH:6][C:7]=1[O:22][C:23]1[CH:30]=[CH:29][CH:28]=[CH:27][C:24]=1[C:25]#[N:26].